From a dataset of Full USPTO retrosynthesis dataset with 1.9M reactions from patents (1976-2016). Predict the reactants needed to synthesize the given product. (1) The reactants are: [NH:1]1[CH2:6][CH2:5][O:4][CH:3]([C:7]2[CH:12]=[CH:11][C:10]([OH:13])=[CH:9][CH:8]=2)[CH2:2]1.[C:14](O[C:14]([O:16][C:17]([CH3:20])([CH3:19])[CH3:18])=[O:15])([O:16][C:17]([CH3:20])([CH3:19])[CH3:18])=[O:15]. Given the product [C:17]([O:16][C:14]([N:1]1[CH2:6][CH2:5][O:4][CH:3]([C:7]2[CH:12]=[CH:11][C:10]([OH:13])=[CH:9][CH:8]=2)[CH2:2]1)=[O:15])([CH3:20])([CH3:19])[CH3:18], predict the reactants needed to synthesize it. (2) Given the product [F:24][C:20]1[CH:19]=[C:18]([CH:23]=[CH:22][CH:21]=1)[CH2:17][N:14]1[C:15]([CH3:16])=[C:11]([C:10]2[C:4]3[C:5](=[N:6][CH:7]=[C:2]([C:50]4[CH:51]=[CH:52][C:47]([O:46][CH2:45][CH2:44][CH2:43][O:42][CH2:41][C:40]5[CH:39]=[CH:38][C:68]([O:72][CH3:69])=[CH:67][CH:75]=5)=[C:48]([NH:62][S:63]([CH3:66])(=[O:64])=[O:65])[CH:49]=4)[CH:3]=3)[N:8]([S:26]([C:29]3[CH:35]=[CH:34][C:32]([CH3:33])=[CH:31][CH:30]=3)(=[O:27])=[O:28])[CH:9]=2)[C:12]([CH3:25])=[N:13]1, predict the reactants needed to synthesize it. The reactants are: Br[C:2]1[CH:3]=[C:4]2[C:10]([C:11]3[C:12]([CH3:25])=[N:13][N:14]([CH2:17][C:18]4[CH:23]=[CH:22][CH:21]=[C:20]([F:24])[CH:19]=4)[C:15]=3[CH3:16])=[CH:9][N:8]([S:26]([C:29]3[CH:35]=[CH:34][C:32]([CH3:33])=[CH:31][CH:30]=3)(=[O:28])=[O:27])[C:5]2=[N:6][CH:7]=1.CO[C:38]1[CH:68]=[CH:67][C:41]([O:42][CH2:43][CH2:44][CH2:45][O:46][C:47]2[CH:52]=[CH:51][C:50](B3OC(C)(C)C(C)(C)O3)=[CH:49][C:48]=2[NH:62][S:63]([CH3:66])(=[O:65])=[O:64])=[CH:40][CH:39]=1.[C:69](=[O:72])([O-])[O-].[Na+].[Na+].[CH3:75]OCCOC.O. (3) Given the product [CH2:1]([O:8][C:9]1[CH:10]=[C:11]([NH:15][C:16](=[O:18])[N:48]([CH2:47][C:44]2[CH:45]=[CH:46][C:41]([C:40]([NH:39][C:34]3[CH:35]=[CH:36][CH:37]=[CH:38][C:33]=3[NH:32][C:30]([O:29][C:25]([CH3:26])([CH3:28])[CH3:27])=[O:31])=[O:55])=[CH:42][CH:43]=2)[CH2:49][CH2:50][CH2:51][N:52]([CH3:53])[CH3:54])[CH:12]=[CH:13][CH:14]=1)[C:2]1[CH:3]=[CH:4][CH:5]=[CH:6][CH:7]=1, predict the reactants needed to synthesize it. The reactants are: [CH2:1]([O:8][C:9]1[CH:14]=[CH:13][CH:12]=[C:11]([NH:15][C:16]([O:18]C2C=CC=CC=2)=O)[CH:10]=1)[C:2]1[CH:7]=[CH:6][CH:5]=[CH:4][CH:3]=1.[C:25]([O:29][C:30]([NH:32][C:33]1[CH:38]=[CH:37][CH:36]=[CH:35][C:34]=1[NH:39][C:40](=[O:55])[C:41]1[CH:46]=[CH:45][C:44]([CH2:47][NH:48][CH2:49][CH2:50][CH2:51][N:52]([CH3:54])[CH3:53])=[CH:43][CH:42]=1)=[O:31])([CH3:28])([CH3:27])[CH3:26].O.